From a dataset of Forward reaction prediction with 1.9M reactions from USPTO patents (1976-2016). Predict the product of the given reaction. Given the reactants [N:1]([CH2:4][C@@H:5]([NH2:15])[CH2:6][C:7]1[CH:12]=[CH:11][C:10]([Cl:13])=[CH:9][C:8]=1[Cl:14])=[N+:2]=[N-:3].[OH:16][C@H:17]1[C:21]2[N:22]=[CH:23][N:24]=[C:25]([C:26]3[S:30][C:29]([C:31](O)=[O:32])=[CH:28][CH:27]=3)[C:20]=2[C@H:19]([CH3:34])[CH2:18]1.CCN(C(C)C)C(C)C.CN(C(ON1N=NC2C=CC=CC1=2)=[N+](C)C)C.F[P-](F)(F)(F)(F)F, predict the reaction product. The product is: [N:1]([CH2:4][C@@H:5]([NH:15][C:31]([C:29]1[S:30][C:26]([C:25]2[C:20]3[C@H:19]([CH3:34])[CH2:18][C@@H:17]([OH:16])[C:21]=3[N:22]=[CH:23][N:24]=2)=[CH:27][CH:28]=1)=[O:32])[CH2:6][C:7]1[CH:12]=[CH:11][C:10]([Cl:13])=[CH:9][C:8]=1[Cl:14])=[N+:2]=[N-:3].